This data is from Reaction yield outcomes from USPTO patents with 853,638 reactions. The task is: Predict the reaction yield, written as a fraction of the theoretical maximum amount of product (1.0 means a 100% yield; for example, 0.34 means a 34% yield). (1) The reactants are [N:1]12[CH2:9][CH2:8][CH:5]([CH2:6][CH2:7]1)[NH:4][C:3](=O)[CH2:2]2.O1CCOCC1. The catalyst is O. The product is [N:1]12[CH2:9][CH2:8][CH:5]([CH2:6][CH2:7]1)[NH:4][CH2:3][CH2:2]2. The yield is 0.780. (2) The reactants are [F-].[K+].I(C1C=C(C=CC=1[N+]([O-])=O)C(N[CH2:12][C:13]([O-:15])=[O:14])=O)(=O)=O.[K+].[CH2:23]1OCCOCCOCCOCCOCC[O:25][CH2:24]1.[Fe:41]. The catalyst is CS(C)=O.CC(O)=O.CC(OC(C)=O)=O. The product is [Fe:41].[CH3:23][C:24]([O:15][C:13]([CH3:12])=[O:14])=[O:25].[CH3:12][C:13]([OH:15])=[O:14]. The yield is 0.650.